This data is from Forward reaction prediction with 1.9M reactions from USPTO patents (1976-2016). The task is: Predict the product of the given reaction. Given the reactants C(OC(=O)[NH:7][C:8]1[S:9][C:10]([CH2:13][CH2:14][NH:15][C:16]2[C:21]([C:22]#[N:23])=[CH:20][N:19]=[C:18]3[CH:24]=[CH:25][S:26][C:17]=23)=[CH:11][N:12]=1)(C)(C)C.FC(F)(F)C(O)=O, predict the reaction product. The product is: [NH2:7][C:8]1[S:9][C:10]([CH2:13][CH2:14][NH:15][C:16]2[C:21]([C:22]#[N:23])=[CH:20][N:19]=[C:18]3[CH:24]=[CH:25][S:26][C:17]=23)=[CH:11][N:12]=1.